This data is from Forward reaction prediction with 1.9M reactions from USPTO patents (1976-2016). The task is: Predict the product of the given reaction. (1) Given the reactants [CH:1]12[CH2:10][CH:5]3[CH2:6][CH:7]([CH2:9][CH:3]([CH2:4]3)[CH:2]1[NH:11][C:12]([C:14]1[CH:15]=[N:16][N:17]([C:20]([CH3:23])([CH3:22])[CH3:21])[C:18]=1Cl)=[O:13])[CH2:8]2.[NH:24]1[CH2:28][CH2:27][CH2:26][CH2:25]1, predict the reaction product. The product is: [CH:1]12[CH2:10][CH:5]3[CH2:6][CH:7]([CH2:9][CH:3]([CH2:4]3)[CH:2]1[NH:11][C:12]([C:14]1[CH:15]=[N:16][N:17]([C:20]([CH3:23])([CH3:22])[CH3:21])[C:18]=1[N:24]1[CH2:28][CH2:27][CH2:26][CH2:25]1)=[O:13])[CH2:8]2. (2) The product is: [Br:19][C:8]1[C:4]([CH:1]2[CH2:3][CH2:2]2)=[N:5][O:6][C:7]=1[CH:9]1[CH2:11][CH2:10]1. Given the reactants [CH:1]1([C:4]2[CH:8]=[C:7]([CH:9]3[CH2:11][CH2:10]3)[O:6][N:5]=2)[CH2:3][CH2:2]1.C1C(=O)N([Br:19])C(=O)C1, predict the reaction product.